This data is from Forward reaction prediction with 1.9M reactions from USPTO patents (1976-2016). The task is: Predict the product of the given reaction. (1) Given the reactants [O:1]=[S:2]1(=[O:12])[C:6]2[CH:7]=[CH:8][CH:9]=[CH:10][C:5]=2[C:4](=O)[NH:3]1.S(Cl)([Cl:15])=O, predict the reaction product. The product is: [Cl:15][C:4]1[C:5]2[CH:10]=[CH:9][CH:8]=[CH:7][C:6]=2[S:2](=[O:12])(=[O:1])[N:3]=1. (2) Given the reactants [H-].[Al+3].[Li+].[H-].[H-].[H-].[C:7]1([CH:13]([CH:31]2[CH2:36][CH2:35][N:34]([C:37]([O:39][CH2:40][C:41]3[CH:46]=[CH:45][CH:44]=[CH:43][CH:42]=3)=[O:38])[CH2:33][CH2:32]2)[CH2:14][C:15](N2[C@H](C3C=CC=CC=3)[C@H](C)N(C)C2=O)=[O:16])[CH:12]=[CH:11][CH:10]=[CH:9][CH:8]=1.[OH-].[Na+], predict the reaction product. The product is: [C:7]1([CH:13]([CH:31]2[CH2:36][CH2:35][N:34]([C:37]([O:39][CH2:40][C:41]3[CH:46]=[CH:45][CH:44]=[CH:43][CH:42]=3)=[O:38])[CH2:33][CH2:32]2)[CH2:14][CH2:15][OH:16])[CH:8]=[CH:9][CH:10]=[CH:11][CH:12]=1. (3) Given the reactants [C:1]([O:5][C:6]([N:8]1[CH2:13][CH2:12][N:11]([C:14]2[S:15][C:16]3[CH:22]=[C:21]([C:23]([F:26])([F:25])[F:24])[CH:20]=[CH:19][C:17]=3[N:18]=2)[C@H:10]([CH2:27][OH:28])[CH2:9]1)=[O:7])([CH3:4])([CH3:3])[CH3:2].[CH3:29]I.[H-].[Na+], predict the reaction product. The product is: [C:1]([O:5][C:6]([N:8]1[CH2:13][CH2:12][N:11]([C:14]2[S:15][C:16]3[CH:22]=[C:21]([C:23]([F:25])([F:24])[F:26])[CH:20]=[CH:19][C:17]=3[N:18]=2)[C@H:10]([CH2:27][O:28][CH3:29])[CH2:9]1)=[O:7])([CH3:4])([CH3:3])[CH3:2]. (4) Given the reactants [C:1]([O:5][C:6]([O:8][C:9]1[CH:10]=[C:11]2[C:27](=[CH:28][CH:29]=1)[C:26]1[CH2:25][CH2:24][N:23]3[C@H:14]([CH2:15][C@H:16]4[C@@H:21]([CH2:22]3)[CH2:20][C@@H:19]([OH:30])[C@H:18]([O:31][CH3:32])[C@H:17]4[C:33]([O:35][CH3:36])=[O:34])[C:13]=1[NH:12]2)=[O:7])([CH3:4])([CH3:3])[CH3:2].[CH2:37]([O:39][C:40]([O:42][C:43]1[C:51]([O:52][CH3:53])=[CH:50][C:46]([C:47](O)=[O:48])=[CH:45][C:44]=1[O:54][CH3:55])=[O:41])[CH3:38].C1CCC(N=C=NC2CCCCC2)CC1, predict the reaction product. The product is: [C:1]([O:5][C:6]([O:8][C:9]1[CH:10]=[C:11]2[C:27](=[CH:28][CH:29]=1)[C:26]1[CH2:25][CH2:24][N:23]3[C@H:14]([CH2:15][C@H:16]4[C@@H:21]([CH2:22]3)[CH2:20][C@@H:19]([O:30][C:47]([C:46]3[CH:45]=[C:44]([O:54][CH3:55])[C:43]([O:42][C:40]([O:39][CH2:37][CH3:38])=[O:41])=[C:51]([O:52][CH3:53])[CH:50]=3)=[O:48])[C@H:18]([O:31][CH3:32])[C@H:17]4[C:33]([O:35][CH3:36])=[O:34])[C:13]=1[NH:12]2)=[O:7])([CH3:4])([CH3:3])[CH3:2]. (5) The product is: [CH2:1]([O:8][C:9]([N:11]1[CH2:18][CH2:17][C:13]([CH:14]([NH2:26])[CH3:16])([OH:15])[CH2:12]1)=[O:10])[C:2]1[CH:7]=[CH:6][CH:5]=[CH:4][CH:3]=1. Given the reactants [CH2:1]([O:8][C:9]([N:11]1[CH2:18][CH2:17][C:13]2([O:15][CH:14]2[CH3:16])[CH2:12]1)=[O:10])[C:2]1[CH:7]=[CH:6][CH:5]=[CH:4][CH:3]=1.C(OCC)(=O)C.[OH-].[NH4+:26], predict the reaction product. (6) Given the reactants [C:1]([C:3]1[CH:11]=[CH:10][CH:9]=[C:8]2[C:4]=1[CH2:5][CH2:6][C@@H:7]2[OH:12])#[N:2].[CH3:13][O:14][C:15](=[O:27])[CH2:16][C@H:17]1[C:21]2[CH:22]=[CH:23][C:24](O)=[CH:25][C:20]=2[O:19][CH2:18]1, predict the reaction product. The product is: [CH3:13][O:14][C:15](=[O:27])[CH2:16][C@H:17]1[C:21]2[CH:22]=[CH:23][C:24]([O:12][C@H:7]3[C:8]4[C:4](=[C:3]([C:1]#[N:2])[CH:11]=[CH:10][CH:9]=4)[CH2:5][CH2:6]3)=[CH:25][C:20]=2[O:19][CH2:18]1. (7) Given the reactants [C:1]([O:5][C:6](=[O:36])[NH:7][C:8]1([C:12]2[CH:17]=[CH:16][C:15]([C:18]3[C:27](=[O:28])[C:26]4[C:21](=[CH:22][CH:23]=[C:24](F)[CH:25]=4)[O:20][C:19]=3[C:30]3[CH:35]=[CH:34][CH:33]=[CH:32][CH:31]=3)=[CH:14][CH:13]=2)[CH2:11][CH2:10][CH2:9]1)([CH3:4])([CH3:3])[CH3:2].IC1C(=O)C2C(=C3C(=CC=2)[NH:46][C:45](=[O:53])[CH2:44][O:43]3)OC=1C1C=CC=CC=1, predict the reaction product. The product is: [C:1]([O:5][C:6](=[O:36])[NH:7][C:8]1([C:12]2[CH:17]=[CH:16][C:15]([C:18]3[C:27](=[O:28])[C:26]4[C:21](=[C:22]5[C:23](=[CH:24][CH:25]=4)[NH:46][C:45](=[O:53])[CH2:44][O:43]5)[O:20][C:19]=3[C:30]3[CH:35]=[CH:34][CH:33]=[CH:32][CH:31]=3)=[CH:14][CH:13]=2)[CH2:11][CH2:10][CH2:9]1)([CH3:4])([CH3:3])[CH3:2].